Predict the product of the given reaction. From a dataset of Forward reaction prediction with 1.9M reactions from USPTO patents (1976-2016). (1) Given the reactants [N:1]1([S:6](Cl)(=[O:8])=[O:7])[CH2:5][CH2:4][CH2:3][CH2:2]1.[C@H:10]1([NH:19][C:20]2[CH:29]=[CH:28][C:27]3[C:22](=[CH:23][CH:24]=[C:25]([NH2:30])[CH:26]=3)[N:21]=2)[C:18]2[C:13](=[CH:14][CH:15]=[CH:16][CH:17]=2)[CH2:12][CH2:11]1, predict the reaction product. The product is: [C@H:10]1([NH:19][C:20]2[CH:29]=[CH:28][C:27]3[C:22](=[CH:23][CH:24]=[C:25]([NH:30][S:6]([N:1]4[CH2:5][CH2:4][CH2:3][CH2:2]4)(=[O:8])=[O:7])[CH:26]=3)[N:21]=2)[C:18]2[C:13](=[CH:14][CH:15]=[CH:16][CH:17]=2)[CH2:12][CH2:11]1. (2) Given the reactants Cl[C:2]1[N:7]=[C:6]([NH:8][C:9]2[CH:13]=[C:12]([CH:14]3[CH2:16][CH2:15]3)[NH:11][N:10]=2)[C:5]([C:17]#[C:18][Si:19]([CH3:22])([CH3:21])[CH3:20])=[CH:4][N:3]=1.[NH:23]1[C:31]2[C:26](=[CH:27][C:28]([NH2:32])=[CH:29][CH:30]=2)[CH:25]=[N:24]1, predict the reaction product. The product is: [CH:14]1([C:12]2[NH:11][N:10]=[C:9]([NH:8][C:6]3[C:5]([C:17]#[C:18][Si:19]([CH3:22])([CH3:21])[CH3:20])=[CH:4][N:3]=[C:2]([NH:32][C:28]4[CH:27]=[C:26]5[C:31](=[CH:30][CH:29]=4)[NH:23][N:24]=[CH:25]5)[N:7]=3)[CH:13]=2)[CH2:16][CH2:15]1. (3) Given the reactants [CH:1]12[O:7][CH:6]1[CH2:5][CH2:4][N:3]([C:8]([O:10][CH2:11][C:12]1[CH:17]=[CH:16][CH:15]=[CH:14][CH:13]=1)=[O:9])[CH2:2]2.[NH:18]1[CH2:23][CH2:22][O:21][CH2:20][CH2:19]1.Cl([O-])(=O)(=O)=O.[Li+].N1C=CN=C1.[C:35]([Si:39]([CH3:42])([CH3:41])Cl)([CH3:38])([CH3:37])[CH3:36], predict the reaction product. The product is: [Si:39]([O:7][C@@H:6]1[CH2:5][CH2:4][N:3]([C:8]([O:10][CH2:11][C:12]2[CH:17]=[CH:16][CH:15]=[CH:14][CH:13]=2)=[O:9])[CH2:2][C@H:1]1[N:18]1[CH2:23][CH2:22][O:21][CH2:20][CH2:19]1)([C:35]([CH3:38])([CH3:37])[CH3:36])([CH3:42])[CH3:41].[Si:39]([O:7][C@H:1]1[C@H:6]([N:18]2[CH2:23][CH2:22][O:21][CH2:20][CH2:19]2)[CH2:5][CH2:4][N:3]([C:8]([O:10][CH2:11][C:12]2[CH:17]=[CH:16][CH:15]=[CH:14][CH:13]=2)=[O:9])[CH2:2]1)([C:35]([CH3:38])([CH3:37])[CH3:36])([CH3:42])[CH3:41]. (4) Given the reactants [C:9](O[C:9]([O:11][C:12]([CH3:15])([CH3:14])[CH3:13])=[O:10])([O:11][C:12]([CH3:15])([CH3:14])[CH3:13])=[O:10].[CH3:16][O:17][C:18]1[CH:19]=[C:20]([CH2:26][CH2:27][NH2:28])[CH:21]=[CH:22][C:23]=1[O:24][CH3:25], predict the reaction product. The product is: [CH3:16][O:17][C:18]1[CH:19]=[C:20]([CH2:26][CH2:27][NH:28][C:9](=[O:10])[O:11][C:12]([CH3:13])([CH3:14])[CH3:15])[CH:21]=[CH:22][C:23]=1[O:24][CH3:25]. (5) The product is: [Cl:20][C:5]1[C:6]([CH2:8][N:9]2[C:17](=[O:18])[C:16]3[C:11](=[CH:12][CH:13]=[CH:14][CH:15]=3)[C:10]2=[O:19])=[CH:7][C:2]([C:27]2[CH:28]=[N:29][C:30]([C:33]([F:36])([F:35])[F:34])=[N:31][CH:32]=2)=[N:3][CH:4]=1. Given the reactants Cl[C:2]1[CH:7]=[C:6]([CH2:8][N:9]2[C:17](=[O:18])[C:16]3[C:11](=[CH:12][CH:13]=[CH:14][CH:15]=3)[C:10]2=[O:19])[C:5]([Cl:20])=[CH:4][N:3]=1.CC1(C)OB([C:27]2[CH:28]=[N:29][C:30]([C:33]([F:36])([F:35])[F:34])=[N:31][CH:32]=2)OC1(C)C.C(=O)([O-])[O-].[K+].[K+].O, predict the reaction product. (6) Given the reactants [Br:1][C:2]1[CH:7]=[CH:6][C:5]([C:8]([C:13]#N)([CH2:11][CH3:12])[CH2:9][CH3:10])=[CH:4][CH:3]=1.[H-].C([Al+]CC(C)C)C(C)C.C1(C)C=CC=CC=1.[Cl-].[NH4+].S(=O)(=O)(O)[OH:35], predict the reaction product. The product is: [Br:1][C:2]1[CH:7]=[CH:6][C:5]([C:8]([CH2:11][CH3:12])([CH:13]=[O:35])[CH2:9][CH3:10])=[CH:4][CH:3]=1. (7) The product is: [CH2:1]([O:3][C:4]1[CH:5]=[CH:6][C:7]([CH2:10][C:11]2[N:61]([CH2:62][CH2:63][CH:64]([CH3:66])[CH3:65])[C:60]3[CH:59]=[CH:58][C:50]([C:51]([N:53]([CH2:56][CH3:57])[CH2:54][CH3:55])=[O:52])=[CH:49][C:48]=3[N:47]=2)=[CH:8][CH:9]=1)[CH3:2]. Given the reactants [CH2:1]([O:3][C:4]1[CH:9]=[CH:8][C:7]([CH2:10][C:11](O)=O)=[CH:6][CH:5]=1)[CH3:2].CN(C(ON1N=NC2C=CC=NC1=2)=[N+](C)C)C.F[P-](F)(F)(F)(F)F.CCN(C(C)C)C(C)C.[NH2:47][C:48]1[CH:49]=[C:50]([CH:58]=[CH:59][C:60]=1[NH:61][CH2:62][CH2:63][CH:64]([CH3:66])[CH3:65])[C:51]([N:53]([CH2:56][CH3:57])[CH2:54][CH3:55])=[O:52], predict the reaction product.